This data is from Full USPTO retrosynthesis dataset with 1.9M reactions from patents (1976-2016). The task is: Predict the reactants needed to synthesize the given product. Given the product [CH2:9]([N:16]1[CH2:25][CH2:24][C:23]2[C:18](=[CH:19][CH:20]=[CH:21][CH:22]=2)[C:17]1([C:1]1[CH:6]=[CH:5][CH:4]=[CH:3][CH:2]=1)[C:26]1[CH:31]=[CH:30][CH:29]=[CH:28][CH:27]=1)[C:10]1[CH:11]=[CH:12][CH:13]=[CH:14][CH:15]=1, predict the reactants needed to synthesize it. The reactants are: [C:1]1([Mg]Br)[CH:6]=[CH:5][CH:4]=[CH:3][CH:2]=1.[CH2:9]([N:16]1[CH2:25][CH2:24][C:23]2[C:18](=[CH:19][CH:20]=[CH:21][CH:22]=2)[CH:17]1[C:26]1[CH:31]=[CH:30][CH:29]=[CH:28][CH:27]=1)[C:10]1[CH:15]=[CH:14][CH:13]=[CH:12][CH:11]=1.[Cl-].[NH4+].